This data is from Ames mutagenicity test results for genotoxicity prediction. The task is: Regression/Classification. Given a drug SMILES string, predict its toxicity properties. Task type varies by dataset: regression for continuous values (e.g., LD50, hERG inhibition percentage) or binary classification for toxic/non-toxic outcomes (e.g., AMES mutagenicity, cardiotoxicity, hepatotoxicity). Dataset: ames. (1) The molecule is CCC(=O)Nc1snc2ccccc12. The result is 0 (non-mutagenic). (2) The compound is Cn1c(N)nc2nc3cccnc3cc21. The result is 0 (non-mutagenic). (3) The molecule is NC(CSCCCl)C(=O)O. The result is 1 (mutagenic). (4) The molecule is CC(=O)NNc1ccccc1. The result is 1 (mutagenic). (5) The molecule is Cc1cc(N)c(C)c2c1[nH]c1ccccc12. The result is 1 (mutagenic). (6) The drug is NC(=O)c1csc([N+](=O)[O-])c1. The result is 1 (mutagenic). (7) The result is 1 (mutagenic). The drug is CNC(=O)C(C)SCCSP(=O)(OC)OC.